Dataset: Forward reaction prediction with 1.9M reactions from USPTO patents (1976-2016). Task: Predict the product of the given reaction. (1) The product is: [NH2:14][C:13]1[C:4]2[C:5](=[N:6][CH:7]=[C:2]([Br:1])[CH:3]=2)[NH:8][C:9]=1[C:10]([NH2:12])=[O:11]. Given the reactants [Br:1][C:2]1[CH:3]=[C:4]([C:13]#[N:14])[C:5]([NH:8][CH2:9][C:10]([NH2:12])=[O:11])=[N:6][CH:7]=1.C(=O)([O-])O.[Na+], predict the reaction product. (2) Given the reactants [Si]([O:8][CH2:9][C@H:10]([CH3:23])[CH2:11][N:12]1[C:17]2[CH:18]=[CH:19][CH:20]=[CH:21][C:16]=2[O:15][CH2:14][C:13]1=[O:22])(C(C)(C)C)(C)C.CCCC[N+](CCCC)(CCCC)CCCC.[F-], predict the reaction product. The product is: [OH:8][CH2:9][C@H:10]([CH3:23])[CH2:11][N:12]1[C:17]2[CH:18]=[CH:19][CH:20]=[CH:21][C:16]=2[O:15][CH2:14][C:13]1=[O:22]. (3) Given the reactants [F:1][C:2]1[CH:32]=[CH:31][C:30]([C:33]([NH:35][C:36]2[CH:41]=[C:40]([CH3:42])[CH:39]=[CH:38][C:37]=2[F:43])=[O:34])=[CH:29][C:3]=1[O:4][C:5]1[CH:10]=[CH:9][N:8]=[C:7]([C:11]2[NH:15][CH:14]=[C:13]([C:16]([NH:18][CH:19]([CH2:23][CH2:24][C:25]([O:27][CH3:28])=[O:26])[C:20]([OH:22])=O)=[O:17])[CH:12]=2)[CH:6]=1.CN(C(O[N:52]1N=N[C:54]2C=CC=N[C:53]1=2)=[N+](C)C)C.F[P-](F)(F)(F)(F)F.C(N(CC)C(C)C)(C)C.Cl, predict the reaction product. The product is: [CH2:53]([NH:52][C:20](=[O:22])[CH:19]([NH:18][C:16]([C:13]1[CH:12]=[C:11]([C:7]2[CH:6]=[C:5]([O:4][C:3]3[CH:29]=[C:30]([C:33]([NH:35][C:36]4[CH:41]=[C:40]([CH3:42])[CH:39]=[CH:38][C:37]=4[F:43])=[O:34])[CH:31]=[CH:32][C:2]=3[F:1])[CH:10]=[CH:9][N:8]=2)[NH:15][CH:14]=1)=[O:17])[CH2:23][CH2:24][C:25]([O:27][CH3:28])=[O:26])[CH3:54]. (4) Given the reactants C[Si](C)(C)[N-][Si](C)(C)C.[Li+].[C:11]([O:14][CH2:15][CH3:16])(=[O:13])[CH3:12].[F:17][C:18]([F:25])([CH3:24])[C:19](OCC)=[O:20].[Cl-].[NH4+].Cl, predict the reaction product. The product is: [F:17][C:18]([F:25])([CH3:24])[C:19](=[O:20])[CH2:12][C:11]([O:14][CH2:15][CH3:16])=[O:13]. (5) Given the reactants [Cl:1][C:2]1[CH:3]=[CH:4][C:5]([C:11]([F:14])([F:13])[F:12])=[C:6]([CH:10]=1)[C:7](Cl)=[O:8].[CH:15]1([CH2:18][CH2:19][NH:20][C:21]([C:23]2[N:24]=[N:25][C:26]([N:29]3[CH2:34][CH2:33][NH:32][CH2:31][CH2:30]3)=[CH:27][CH:28]=2)=[O:22])[CH2:17][CH2:16]1, predict the reaction product. The product is: [CH:15]1([CH2:18][CH2:19][NH:20][C:21]([C:23]2[N:24]=[N:25][C:26]([N:29]3[CH2:34][CH2:33][N:32]([C:7](=[O:8])[C:6]4[CH:10]=[C:2]([Cl:1])[CH:3]=[CH:4][C:5]=4[C:11]([F:14])([F:13])[F:12])[CH2:31][CH2:30]3)=[CH:27][CH:28]=2)=[O:22])[CH2:17][CH2:16]1. (6) Given the reactants C([O-])([O-])=O.[Cs+].[Cs+].[Br:7][C:8]1[C:9]([C:15]([O:17][C:18]([CH3:21])([CH3:20])[CH3:19])=[O:16])=[N:10][C:11](Cl)=[CH:12][CH:13]=1.Cl.Cl.[S:24]1[C:28]2[CH:29]=[CH:30][CH:31]=[CH:32][C:27]=2[N:26]=[C:25]1[NH:33][C:34]([C:36]1[CH:37]=[CH:38][CH:39]=[C:40]2[C:45]=1[CH2:44][NH:43][CH2:42][CH2:41]2)=[O:35], predict the reaction product. The product is: [S:24]1[C:28]2[CH:29]=[CH:30][CH:31]=[CH:32][C:27]=2[N:26]=[C:25]1[NH:33][C:34]([C:36]1[CH:37]=[CH:38][CH:39]=[C:40]2[C:45]=1[CH2:44][N:43]([C:11]1[N:10]=[C:9]([C:15]([O:17][C:18]([CH3:21])([CH3:20])[CH3:19])=[O:16])[C:8]([Br:7])=[CH:13][CH:12]=1)[CH2:42][CH2:41]2)=[O:35]. (7) Given the reactants [Cl:1][C:2]1[CH:3]=[CH:4][C:5]2[O:9][CH:8]=[C:7]([CH2:10][CH2:11]O)[C:6]=2[CH:13]=1.C1(P(C2C=CC=CC=2)C2C=CC=CC=2)C=CC=CC=1.[I:33]I.N1C=CN=C1, predict the reaction product. The product is: [Cl:1][C:2]1[CH:3]=[CH:4][C:5]2[O:9][CH:8]=[C:7]([CH2:10][CH2:11][I:33])[C:6]=2[CH:13]=1. (8) Given the reactants [NH2:1][C:2]1[CH:11]=[C:10]([O:12][CH3:13])[CH:9]=[C:8]([O:14][CH3:15])[C:3]=1[C:4](OC)=[O:5].C(O)(=O)C.[CH:20](N)=[NH:21], predict the reaction product. The product is: [CH3:15][O:14][C:8]1[CH:9]=[C:10]([O:12][CH3:13])[CH:11]=[C:2]2[C:3]=1[C:4](=[O:5])[NH:21][CH:20]=[N:1]2. (9) The product is: [CH2:1]([C:8]1[CH:9]=[N:10][C:11]2[C:16]([C:17]=1[C:18]1[CH:19]=[C:20]([CH:21]=[CH:22][CH:23]=1)[CH2:24][O:25][C:39]1[CH:40]=[C:35]([CH2:34][CH2:33][C:32]([OH:42])=[O:31])[CH:36]=[CH:37][CH:38]=1)=[CH:15][CH:14]=[CH:13][C:12]=2[C:26]([F:29])([F:27])[F:28])[C:2]1[CH:7]=[CH:6][CH:5]=[CH:4][CH:3]=1. Given the reactants [CH2:1]([C:8]1[CH:9]=[N:10][C:11]2[C:16]([C:17]=1[C:18]1[CH:19]=[C:20]([CH2:24][OH:25])[CH:21]=[CH:22][CH:23]=1)=[CH:15][CH:14]=[CH:13][C:12]=2[C:26]([F:29])([F:28])[F:27])[C:2]1[CH:7]=[CH:6][CH:5]=[CH:4][CH:3]=1.C[O:31][C:32](=[O:42])[CH2:33][CH2:34][C:35]1[CH:40]=[CH:39][CH:38]=[C:37](O)[CH:36]=1, predict the reaction product.